The task is: Predict the product of the given reaction.. This data is from Forward reaction prediction with 1.9M reactions from USPTO patents (1976-2016). (1) The product is: [Cl:1][C:2]1[CH:9]=[C:8]([N:10]([CH2:16][C:17]2[CH:22]=[CH:21][CH:20]=[CH:19][C:18]=2[Cl:23])[C@H:11]2[CH2:15][CH2:14][N:13]([S:31]([C:27]3[CH:28]=[CH:29][CH:30]=[C:25]([F:24])[CH:26]=3)(=[O:33])=[O:32])[CH2:12]2)[CH:7]=[CH:6][C:3]=1[C:4]#[N:5]. Given the reactants [Cl:1][C:2]1[CH:9]=[C:8]([N:10]([CH2:16][C:17]2[CH:22]=[CH:21][CH:20]=[CH:19][C:18]=2[Cl:23])[C@H:11]2[CH2:15][CH2:14][NH:13][CH2:12]2)[CH:7]=[CH:6][C:3]=1[C:4]#[N:5].[F:24][C:25]1[CH:26]=[C:27]([S:31](Cl)(=[O:33])=[O:32])[CH:28]=[CH:29][CH:30]=1, predict the reaction product. (2) Given the reactants [CH3:1][NH:2][CH3:3].[F:4][C:5]1[CH:10]=[CH:9][C:8]([C:11]2[N:15]([CH3:16])[N:14]=[CH:13][C:12]=2/[CH:17]=[CH:18]/[C:19]([NH:21][C:22]2[CH:27]=[CH:26][C:25]([CH2:28][C:29](O)=[O:30])=[CH:24][CH:23]=2)=[O:20])=[CH:7][CH:6]=1.O.ON1C2C=CC=CC=2N=N1.Cl.C(N=C=NCCCN(C)C)C, predict the reaction product. The product is: [CH3:1][N:2]([CH3:3])[C:29](=[O:30])[CH2:28][C:25]1[CH:26]=[CH:27][C:22]([NH:21][C:19](=[O:20])/[CH:18]=[CH:17]/[C:12]2[CH:13]=[N:14][N:15]([CH3:16])[C:11]=2[C:8]2[CH:7]=[CH:6][C:5]([F:4])=[CH:10][CH:9]=2)=[CH:23][CH:24]=1. (3) The product is: [N:14]([CH2:2][C:3]1[NH:7][N:6]=[C:5]([C:8]2[CH:13]=[CH:12][N:11]=[CH:10][CH:9]=2)[CH:4]=1)=[N+:15]=[N-:16]. Given the reactants Br[CH2:2][C:3]1[NH:7][N:6]=[C:5]([C:8]2[CH:13]=[CH:12][N:11]=[CH:10][CH:9]=2)[CH:4]=1.[N-:14]=[N+:15]=[N-:16].[Na+].CN(C=O)C, predict the reaction product. (4) Given the reactants Br[C:2]1[N:7]=[CH:6][C:5]([N:8]2[CH2:12][C@H:11]([CH:13]([CH3:15])[CH3:14])[N:10]([CH2:16][C:17]([NH:19][C:20]3[CH:25]=[CH:24][CH:23]=[C:22]([C:26]([F:29])([F:28])[F:27])[CH:21]=3)=[O:18])[C:9]2=[O:30])=[CH:4][CH:3]=1.[C:31](=[O:34])([O-])[O-:32].[K+].[K+].[C:37](=O)([O-])O.[Na+], predict the reaction product. The product is: [O:30]=[C:9]1[N:10]([CH2:16][C:17](=[O:18])[NH:19][C:20]2[CH:25]=[CH:24][CH:23]=[C:22]([C:26]([F:29])([F:28])[F:27])[CH:21]=2)[C@@H:11]([CH:13]([CH3:15])[CH3:14])[CH2:12][N:8]1[C:5]1[CH:4]=[CH:3][C:2]([C:31]([O:32][CH3:37])=[O:34])=[N:7][CH:6]=1. (5) Given the reactants [CH2:1]=[CH:2][C:3](=[CH2:5])[CH3:4].[CH2:6]=[CH:7][CH:8]=[CH2:9].C=CC1C=CC=CC=1, predict the reaction product. The product is: [CH2:1]=[CH:2][C:3](=[CH2:4])[CH3:5].[CH2:6]=[CH:7][CH:8]=[CH2:9]. (6) Given the reactants C([O-])([O-])=O.[Ca+2].Cl.[Cl:7][C:8]1[CH:9]=[CH:10][C:11]([CH:19]([CH3:21])[CH3:20])=[C:12]([CH:18]=1)[CH2:13][NH:14][CH:15]1[CH2:17][CH2:16]1.[F:22][CH:23]([F:33])[C:24]1[C:28]([CH:29]=[O:30])=[C:27]([F:31])[N:26]([CH3:32])[N:25]=1.C(OO)(C)(C)C.Cl, predict the reaction product. The product is: [Cl:7][C:8]1[CH:9]=[CH:10][C:11]([CH:19]([CH3:21])[CH3:20])=[C:12]([CH:18]=1)[CH2:13][N:14]([CH:15]1[CH2:17][CH2:16]1)[C:29]([C:28]1[C:24]([CH:23]([F:33])[F:22])=[N:25][N:26]([CH3:32])[C:27]=1[F:31])=[O:30]. (7) Given the reactants [CH3:1][O:2][C:3]([C:5]1[CH:6]=[C:7]2[C:12](=[C:13]([F:24])[C:14]=1[NH:15][C:16]1[CH:21]=[CH:20][C:19]([Br:22])=[CH:18][C:17]=1[F:23])[N:11]=[N:10][CH:9]=[C:8]2O)=[O:4].O=P(Cl)(Cl)[Cl:28], predict the reaction product. The product is: [CH3:1][O:2][C:3]([C:5]1[CH:6]=[C:7]2[C:12](=[C:13]([F:24])[C:14]=1[NH:15][C:16]1[CH:21]=[CH:20][C:19]([Br:22])=[CH:18][C:17]=1[F:23])[N:11]=[N:10][CH:9]=[C:8]2[Cl:28])=[O:4]. (8) Given the reactants Br[CH2:2][C:3]1[CH:18]=[CH:17][C:6]2[S:7][CH:8]=[C:9]([C:10]3[CH:15]=[CH:14][CH:13]=[CH:12][C:11]=3[CH3:16])[C:5]=2[CH:4]=1.[OH:19][C:20]1[N:25]=[CH:24][C:23]([CH:26]([C:33]#[C:34][CH3:35])[CH2:27][C:28]([O:30][CH2:31][CH3:32])=[O:29])=[CH:22][CH:21]=1.O, predict the reaction product. The product is: [CH3:16][C:11]1[CH:12]=[CH:13][CH:14]=[CH:15][C:10]=1[C:9]1[C:5]2[CH:4]=[C:3]([CH2:2][O:19][C:20]3[N:25]=[CH:24][C:23]([CH:26]([C:33]#[C:34][CH3:35])[CH2:27][C:28]([O:30][CH2:31][CH3:32])=[O:29])=[CH:22][CH:21]=3)[CH:18]=[CH:17][C:6]=2[S:7][CH:8]=1. (9) Given the reactants [CH2:1]([N:3]1[CH2:8][CH2:7][CH:6]([CH2:9][O:10][C:11]2[C:19]3[C:14](=[N:15][CH:16]=[CH:17][C:18]=3[O:20][C:21]3[CH:26]=[CH:25][C:24]([NH:27][C:28]4[N:43]=[CH:42][CH:41]=[CH:40][C:29]=4[C:30]([NH:32][C:33]4[CH:38]=[CH:37][C:36]([F:39])=[CH:35][CH:34]=4)=[O:31])=[CH:23][C:22]=3[F:44])[N:13](CC3C=CC(OC)=CC=3)[N:12]=2)[CH2:5][CH2:4]1)[CH3:2].C(O)(C(F)(F)F)=O, predict the reaction product. The product is: [CH2:1]([N:3]1[CH2:8][CH2:7][CH:6]([CH2:9][O:10][C:11]2[C:19]3[C:14](=[N:15][CH:16]=[CH:17][C:18]=3[O:20][C:21]3[CH:26]=[CH:25][C:24]([NH:27][C:28]4[N:43]=[CH:42][CH:41]=[CH:40][C:29]=4[C:30]([NH:32][C:33]4[CH:34]=[CH:35][C:36]([F:39])=[CH:37][CH:38]=4)=[O:31])=[CH:23][C:22]=3[F:44])[NH:13][N:12]=2)[CH2:5][CH2:4]1)[CH3:2].